Dataset: Catalyst prediction with 721,799 reactions and 888 catalyst types from USPTO. Task: Predict which catalyst facilitates the given reaction. (1) Reactant: C([O:4][CH2:5][C@@:6]([NH:42]C(=O)C)([CH3:41])[CH2:7][CH2:8][C:9]1[N:10]([CH3:40])[C:11]([C:14]([O:26]C(=O)CCCC2C=CC(C)=C(C)C=2)=[CH:15][CH2:16][CH2:17][C:18]2[CH:23]=[CH:22][C:21]([CH3:24])=[C:20]([CH3:25])[CH:19]=2)=[CH:12][CH:13]=1)(=O)C.O.[OH-].[Li+].C(Cl)Cl. Product: [NH2:42][C@:6]([CH3:41])([CH2:7][CH2:8][C:9]1[N:10]([CH3:40])[C:11]([C:14](=[O:26])[CH2:15][CH2:16][CH2:17][C:18]2[CH:23]=[CH:22][C:21]([CH3:24])=[C:20]([CH3:25])[CH:19]=2)=[CH:12][CH:13]=1)[CH2:5][OH:4]. The catalyst class is: 193. (2) Reactant: [NH2:1][CH2:2][CH2:3][CH2:4][OH:5].[C:6](O[C:6]([O:8][C:9]([CH3:12])([CH3:11])[CH3:10])=[O:7])([O:8][C:9]([CH3:12])([CH3:11])[CH3:10])=[O:7].Cl.[OH-].[Na+]. Product: [OH:5][CH2:4][CH2:3][CH2:2][NH:1][C:6](=[O:7])[O:8][C:9]([CH3:12])([CH3:11])[CH3:10]. The catalyst class is: 12.